Dataset: Full USPTO retrosynthesis dataset with 1.9M reactions from patents (1976-2016). Task: Predict the reactants needed to synthesize the given product. (1) Given the product [O:41]1[CH2:46][CH2:45][O:44][CH2:43][CH:42]1[C:47]1[C:55]2[S:54][C:53]([NH:56][C:5](=[O:7])[CH2:4][CH2:3][O:2][CH3:1])=[N:52][C:51]=2[C:50]([O:57][CH3:58])=[CH:49][CH:48]=1, predict the reactants needed to synthesize it. The reactants are: [CH3:1][O:2][CH2:3][CH2:4][C:5]([OH:7])=O.CN(C(ON1N=NC2C=CC=NC1=2)=[N+](C)C)C.F[P-](F)(F)(F)(F)F.C(N(C(C)C)C(C)C)C.[O:41]1[CH2:46][CH2:45][O:44][CH2:43][CH:42]1[C:47]1[C:55]2[S:54][C:53]([NH2:56])=[N:52][C:51]=2[C:50]([O:57][CH3:58])=[CH:49][CH:48]=1. (2) Given the product [Cl:1][C:2]1[CH:3]=[C:4]([C@@H:12]([CH2:22][CH:23]2[CH2:24][CH2:25][CH2:26][CH2:27]2)[C:13]([NH:15][C:16]2[CH:20]=[CH:19][N:18]([CH2:21][CH2:36][CH2:35][CH3:41])[N:17]=2)=[O:14])[CH:5]=[CH:6][C:7]=1[S:8]([CH3:11])(=[O:10])=[O:9], predict the reactants needed to synthesize it. The reactants are: [Cl:1][C:2]1[CH:3]=[C:4]([C@@H:12]([CH2:22][CH:23]2[CH2:27][CH2:26][CH2:25][CH2:24]2)[C:13]([NH:15][C:16]2[CH:20]=[CH:19][N:18]([CH3:21])[N:17]=2)=[O:14])[CH:5]=[CH:6][C:7]=1[S:8]([CH3:11])(=[O:10])=[O:9].C(Cl)(=O)C(Cl)=O.N1C(C)=CC=[CH:36][C:35]=1[CH3:41].C(N1C=CC(N)=N1)CCC.